From a dataset of Merck oncology drug combination screen with 23,052 pairs across 39 cell lines. Regression. Given two drug SMILES strings and cell line genomic features, predict the synergy score measuring deviation from expected non-interaction effect. Drug 1: CC1CC2C3CCC4=CC(=O)C=CC4(C)C3(F)C(O)CC2(C)C1(O)C(=O)CO. Drug 2: COC1CC2CCC(C)C(O)(O2)C(=O)C(=O)N2CCCCC2C(=O)OC(C(C)CC2CCC(OP(C)(C)=O)C(OC)C2)CC(=O)C(C)C=C(C)C(O)C(OC)C(=O)C(C)CC(C)C=CC=CC=C1C. Cell line: MDAMB436. Synergy scores: synergy=0.946.